From a dataset of Reaction yield outcomes from USPTO patents with 853,638 reactions. Predict the reaction yield, written as a fraction of the theoretical maximum amount of product (1.0 means a 100% yield; for example, 0.34 means a 34% yield). (1) The product is [F:1][C:2]1[CH:7]=[CH:6][C:5]([C:8]#[C:9][CH2:10][O:11][C:12]2[CH:17]=[CH:16][C:15]([C:18]3[NH:26][C:25]4[C:24](=[O:35])[N:23]([CH2:36][CH2:37][CH3:38])[CH:22]=[N:21][C:20]=4[N:19]=3)=[CH:14][CH:13]=2)=[CH:4][CH:3]=1. The reactants are [F:1][C:2]1[CH:7]=[CH:6][C:5]([C:8]#[C:9][CH2:10][O:11][C:12]2[CH:17]=[CH:16][C:15]([C:18]3[N:26](COCC[Si](C)(C)C)[C:25]4[C:24](=[O:35])[N:23]([CH2:36][CH2:37][CH3:38])[CH:22]=[N:21][C:20]=4[N:19]=3)=[CH:14][CH:13]=2)=[CH:4][CH:3]=1.Cl. The catalyst is C(O)C. The yield is 0.780. (2) The yield is 0.700. The product is [C:1]([CH:3]=[C:4]1[CH2:5][CH2:6][N:7]([C:10]2[CH:15]=[CH:14][C:13]([N:16]3[CH2:20][C@@H:19]([CH2:21][N:22]4[CH:34]=[C:33]([CH2:28][CH2:27][C:26]([OH:30])=[O:29])[N:24]=[N:23]4)[O:18][C:17]3=[O:25])=[CH:12][CH:11]=2)[CH2:8][CH2:9]1)#[N:2]. No catalyst specified. The reactants are [C:1]([CH:3]=[C:4]1[CH2:9][CH2:8][N:7]([C:10]2[CH:15]=[CH:14][C:13]([N:16]3[CH2:20][C@@H:19]([CH2:21][N:22]=[N+:23]=[N-:24])[O:18][C:17]3=[O:25])=[CH:12][CH:11]=2)[CH2:6][CH2:5]1)#[N:2].[C:26]([O:30]CC)(=[O:29])[C:27]#[CH:28].[C:33]1(C)C=CC=C[CH:34]=1. (3) The reactants are C[O-].[Li+].CO.[CH3:6][O:7][C:8]1[CH:9]=[C:10]([C:14]2[CH:23]=[CH:22][C:17]3[N:18]=[C:19]([CH3:21])[O:20][C:16]=3[CH:15]=2)[CH:11]=[N:12][CH:13]=1.CO[CH:26](OC)[N:27]([CH3:29])[CH3:28]. The catalyst is CN(C)C=O.O. The yield is 0.800. The product is [CH3:6][O:7][C:8]1[CH:9]=[C:10]([C:14]2[CH:23]=[CH:22][C:17]3[N:18]=[C:19](/[CH:21]=[CH:26]/[N:27]([CH3:29])[CH3:28])[O:20][C:16]=3[CH:15]=2)[CH:11]=[N:12][CH:13]=1. (4) The reactants are [Br:1][C:2]1[CH:21]=[CH:20][C:5]([CH2:6][C:7]2[NH:8][CH:9]=[C:10]([C:12]3[CH:17]=[CH:16][C:15]([Cl:18])=[CH:14][C:13]=3[Cl:19])[N:11]=2)=[CH:4][CH:3]=1.[CH3:22][O:23][C:24](=[O:35])[C:25]1[CH:30]=[CH:29][C:28](F)=[CH:27][C:26]=1[N+:32]([O-:34])=[O:33]. No catalyst specified. The product is [CH3:22][O:23][C:24](=[O:35])[C:25]1[CH:30]=[CH:29][C:28]([N:8]2[CH:9]=[C:10]([C:12]3[CH:17]=[CH:16][C:15]([Cl:18])=[CH:14][C:13]=3[Cl:19])[N:11]=[C:7]2[CH2:6][C:5]2[CH:20]=[CH:21][C:2]([Br:1])=[CH:3][CH:4]=2)=[CH:27][C:26]=1[N+:32]([O-:34])=[O:33]. The yield is 0.670. (5) The reactants are [O:1]=[C:2]1[CH2:7][CH2:6][CH:5]([N:8]2[C:13](=[O:14])[C:12]([CH2:15][C:16]3[CH:21]=[CH:20][C:19]([C:22]4[CH:27]=[CH:26][CH:25]=[CH:24][C:23]=4[C:28]4[NH:32][C:31](=[O:33])[O:30][N:29]=4)=[CH:18][CH:17]=3)=[C:11]([CH2:34][CH2:35][CH3:36])[N:10]3[N:37]=[CH:38][N:39]=[C:9]23)[CH2:4][CH2:3]1.[CH2:40](O)[CH2:41][CH2:42][OH:43].CC1C=CC(S(O)(=O)=O)=CC=1.C(=O)([O-])O.[Na+]. The catalyst is C1(C)C=CC=CC=1. The product is [O:43]1[C:2]2([CH2:7][CH2:6][CH:5]([N:8]3[C:13](=[O:14])[C:12]([CH2:15][C:16]4[CH:17]=[CH:18][C:19]([C:22]5[CH:27]=[CH:26][CH:25]=[CH:24][C:23]=5[C:28]5[NH:32][C:31](=[O:33])[O:30][N:29]=5)=[CH:20][CH:21]=4)=[C:11]([CH2:34][CH2:35][CH3:36])[N:10]4[N:37]=[CH:38][N:39]=[C:9]34)[CH2:4][CH2:3]2)[O:1][CH2:40][CH2:41][CH2:42]1. The yield is 0.390. (6) The catalyst is C(#N)C. The yield is 0.0900. The reactants are [Br:1][C:2]1[CH:7]=[C:6]([N:8]2[CH2:13][CH2:12][O:11][CH2:10][CH2:9]2)[CH:5]=[C:4]([C:14]([F:17])([F:16])[F:15])[C:3]=1[NH2:18].[F:19][C:20]1[CH:25]=[CH:24][C:23]([CH2:26][C:27](Cl)=[O:28])=[CH:22][CH:21]=1.O. The product is [Br:1][C:2]1[CH:7]=[C:6]([N:8]2[CH2:13][CH2:12][O:11][CH2:10][CH2:9]2)[CH:5]=[C:4]([C:14]([F:15])([F:16])[F:17])[C:3]=1[NH:18][C:27](=[O:28])[CH2:26][C:23]1[CH:24]=[CH:25][C:20]([F:19])=[CH:21][CH:22]=1.